From a dataset of Catalyst prediction with 721,799 reactions and 888 catalyst types from USPTO. Predict which catalyst facilitates the given reaction. (1) Reactant: Br[CH2:2][C:3]1[CH:27]=[CH:26][C:6]([C:7]([NH:9][N:10]([C:17]2[C:22]([Cl:23])=[CH:21][N:20]=[C:19]([C:24]#[N:25])[N:18]=2)[CH:11]2[CH2:16][CH2:15][CH2:14][CH2:13][CH2:12]2)=[O:8])=[CH:5][CH:4]=1.[CH3:28][N:29]1[CH2:34][CH2:33][N:32]([CH:35]2[CH2:40][CH2:39][NH:38][CH2:37][CH2:36]2)[CH2:31][CH2:30]1.CCN(C(C)C)C(C)C.CCOC(C)=O. Product: [Cl:23][C:22]1[C:17]([N:10]([CH:11]2[CH2:12][CH2:13][CH2:14][CH2:15][CH2:16]2)[NH:9][C:7](=[O:8])[C:6]2[CH:5]=[CH:4][C:3]([CH2:2][N:38]3[CH2:37][CH2:36][CH:35]([N:32]4[CH2:31][CH2:30][N:29]([CH3:28])[CH2:34][CH2:33]4)[CH2:40][CH2:39]3)=[CH:27][CH:26]=2)=[N:18][C:19]([C:24]#[N:25])=[N:20][CH:21]=1. The catalyst class is: 20. (2) Reactant: [C:1]1([C:7]2[S:8][CH:9]=[C:10]([CH:12]3[O:16][C:15](=[O:17])[NH:14][CH:13]3[CH2:18][C:19]3[CH:24]=[CH:23][CH:22]=[C:21]([O:25][C:26]([F:31])([F:30])[CH:27]([F:29])[F:28])[CH:20]=3)[N:11]=2)[CH:6]=[CH:5][CH:4]=[CH:3][CH:2]=1.[C:32]([O:36][C:37](O[C:37]([O:36][C:32]([CH3:35])([CH3:34])[CH3:33])=[O:38])=[O:38])([CH3:35])([CH3:34])[CH3:33]. Product: [O:17]=[C:15]1[N:14]([C:37]([O:36][C:32]([CH3:35])([CH3:34])[CH3:33])=[O:38])[CH:13]([CH2:18][C:19]2[CH:24]=[CH:23][CH:22]=[C:21]([O:25][C:26]([F:30])([F:31])[CH:27]([F:28])[F:29])[CH:20]=2)[CH:12]([C:10]2[N:11]=[C:7]([C:1]3[CH:2]=[CH:3][CH:4]=[CH:5][CH:6]=3)[S:8][CH:9]=2)[O:16]1. The catalyst class is: 599. (3) Reactant: [CH3:1][C:2]1([CH3:12])[C:7](=[O:8])[CH2:6][C:5](=[O:9])[C:4]([CH3:11])([CH3:10])[O:3]1.C(Cl)(Cl)Cl.C1(C)C=CC=CC=1.C([O-])(=O)C.C([O-])(=O)C.C([O-])(=O)C.[Cl:36][C:37]1[CH:42]=[CH:41][C:40]([C:43]2[CH:48]=[CH:47][C:46]([CH2:49][CH3:50])=[C:45]([Pb+3])[CH:44]=2)=[CH:39][CH:38]=1. Product: [Cl:36][C:37]1[CH:38]=[CH:39][C:40]([C:43]2[CH:48]=[CH:47][C:46]([CH2:49][CH3:50])=[C:45]([CH:6]3[C:7](=[O:8])[C:2]([CH3:12])([CH3:1])[O:3][C:4]([CH3:11])([CH3:10])[C:5]3=[O:9])[CH:44]=2)=[CH:41][CH:42]=1. The catalyst class is: 646. (4) Reactant: [NH:1]1[CH2:4][CH:3]([S:5]([C:8]2[CH:26]=[CH:25][C:11]3[N:12]([CH2:20][CH2:21][N:22]([CH3:24])[CH3:23])[C:13]([CH2:15][C:16]([CH3:19])([CH3:18])[CH3:17])=[N:14][C:10]=3[CH:9]=2)(=[O:7])=[O:6])[CH2:2]1.C(N(CC)CC)C.Cl[CH2:35][CH2:36][OH:37]. Product: [CH3:23][N:22]([CH3:24])[CH2:21][CH2:20][N:12]1[C:11]2[CH:25]=[CH:26][C:8]([S:5]([CH:3]3[CH2:4][N:1]([CH2:35][CH2:36][OH:37])[CH2:2]3)(=[O:6])=[O:7])=[CH:9][C:10]=2[N:14]=[C:13]1[CH2:15][C:16]([CH3:19])([CH3:18])[CH3:17]. The catalyst class is: 6. (5) The catalyst class is: 1. Reactant: [C:1]([C:3]1[CH:4]=[CH:5][C:6]([C@@H:13]2[C:18]([C:19]#[N:20])=[C:17]([CH3:21])[N:16]([C:22]3[CH:27]=[CH:26][CH:25]=[C:24]([C:28]([F:31])([F:30])[F:29])[CH:23]=3)[C:15](=[O:32])[NH:14]2)=[C:7]([S:9](Cl)(=[O:11])=[O:10])[CH:8]=1)#[N:2].[CH3:33][NH:34][CH3:35].C(O)C. Product: [C:1]([C:3]1[CH:4]=[CH:5][C:6]([C@@H:13]2[C:18]([C:19]#[N:20])=[C:17]([CH3:21])[N:16]([C:22]3[CH:27]=[CH:26][CH:25]=[C:24]([C:28]([F:31])([F:30])[F:29])[CH:23]=3)[C:15](=[O:32])[NH:14]2)=[C:7]([S:9]([N:34]([CH3:35])[CH3:33])(=[O:11])=[O:10])[CH:8]=1)#[N:2]. (6) Reactant: [CH:1]1([C:5](=O)[CH2:6][C:7]([NH:9][C:10]2[CH:15]=[CH:14][C:13]([N+:16]([O-:18])=[O:17])=[CH:12][CH:11]=2)=S)[CH2:4][CH2:3][CH2:2]1.C(O)(=O)C.[NH2:24][NH2:25]. Product: [CH:1]1([C:5]2[NH:25][N:24]=[C:7]([NH:9][C:10]3[CH:15]=[CH:14][C:13]([N+:16]([O-:18])=[O:17])=[CH:12][CH:11]=3)[CH:6]=2)[CH2:4][CH2:3][CH2:2]1. The catalyst class is: 14. (7) Reactant: Cl[C:2]1[N:7]=[C:6]([Cl:8])[N:5]=[C:4]2[N:9]([CH:12]3[CH2:17][CH2:16][CH2:15][CH2:14][O:13]3)[N:10]=[CH:11][C:3]=12.CCN(C(C)C)C(C)C.Cl.[NH2:28][CH2:29][C:30]1[CH:35]=[CH:34][CH:33]=[CH:32][C:31]=1[N:36]([CH3:41])[S:37]([CH3:40])(=[O:39])=[O:38]. Product: [Cl:8][C:6]1[N:5]=[C:4]2[N:9]([CH:12]3[CH2:17][CH2:16][CH2:15][CH2:14][O:13]3)[N:10]=[CH:11][C:3]2=[C:2]([NH:28][CH2:29][C:30]2[CH:35]=[CH:34][CH:33]=[CH:32][C:31]=2[N:36]([CH3:41])[S:37]([CH3:40])(=[O:39])=[O:38])[N:7]=1. The catalyst class is: 51. (8) Reactant: C([NH:5][S:6]([C:9]1[S:10][C:11]([C:14]2[N:19]=[C:18]([NH:20][C:21]3[CH:25]=[C:24]([CH:26]4[CH2:28][CH2:27]4)[NH:23][N:22]=3)[C:17]([CH2:29][CH2:30][CH2:31][OH:32])=[CH:16][N:15]=2)=[CH:12][CH:13]=1)(=[O:8])=[O:7])(C)(C)C. Product: [CH:26]1([C:24]2[NH:23][N:22]=[C:21]([NH:20][C:18]3[C:17]([CH2:29][CH2:30][CH2:31][OH:32])=[CH:16][N:15]=[C:14]([C:11]4[S:10][C:9]([S:6]([NH2:5])(=[O:8])=[O:7])=[CH:13][CH:12]=4)[N:19]=3)[CH:25]=2)[CH2:28][CH2:27]1. The catalyst class is: 67.